From a dataset of Full USPTO retrosynthesis dataset with 1.9M reactions from patents (1976-2016). Predict the reactants needed to synthesize the given product. (1) Given the product [F:1][C:2]1[CH:30]=[C:29]([NH:31][C:32]([C:34]2[C:39](=[O:40])[N:38]([C:41]3[CH:42]=[CH:43][C:44]([F:47])=[CH:45][CH:46]=3)[N:37]=[CH:36][CH:35]=2)=[O:33])[CH:28]=[CH:27][C:3]=1[O:4][C:5]1[CH:10]=[CH:9][N:8]=[C:7]2[CH:11]=[C:12]([CH:14]3[CH2:15][CH2:16][NH:17][CH2:18][CH2:19]3)[S:13][C:6]=12, predict the reactants needed to synthesize it. The reactants are: [F:1][C:2]1[CH:30]=[C:29]([NH:31][C:32]([C:34]2[C:39](=[O:40])[N:38]([C:41]3[CH:46]=[CH:45][C:44]([F:47])=[CH:43][CH:42]=3)[N:37]=[CH:36][CH:35]=2)=[O:33])[CH:28]=[CH:27][C:3]=1[O:4][C:5]1[CH:10]=[CH:9][N:8]=[C:7]2[CH:11]=[C:12]([CH:14]3[CH2:19][CH2:18][N:17](C(OC(C)(C)C)=O)[CH2:16][CH2:15]3)[S:13][C:6]=12.C(O)(C(F)(F)F)=O. (2) Given the product [Cl:17][C:18]1[CH:19]=[CH:20][C:21]([C:24]2[N:25]=[C:26]([N:29]([CH:33]3[CH2:35][CH2:34]3)[C:30](=[O:32])[CH3:31])[S:27][C:28]=2[C:2]2[CH:7]=[CH:6][C:5]([S:8](=[O:10])(=[O:9])[NH2:11])=[CH:4][CH:3]=2)=[CH:22][CH:23]=1, predict the reactants needed to synthesize it. The reactants are: Br[C:2]1[CH:7]=[CH:6][C:5]([S:8]([NH2:11])(=[O:10])=[O:9])=[CH:4][CH:3]=1.C([O-])(=O)C.[K+].[Cl:17][C:18]1[CH:23]=[CH:22][C:21]([C:24]2[N:25]=[C:26]([N:29]([CH:33]3[CH2:35][CH2:34]3)[C:30](=[O:32])[CH3:31])[S:27][CH:28]=2)=[CH:20][CH:19]=1. (3) Given the product [CH3:1][O:2][CH2:3][C@H:4]([O:6][C:7]1[CH:8]=[C:9]([CH:10]=[CH:11][CH:12]=1)[NH2:13])[CH3:5], predict the reactants needed to synthesize it. The reactants are: [CH3:1][O:2][CH2:3][C@H:4]([O:6][C:7]1[CH:12]=[CH:11][CH:10]=[C:9]([N+:13]([O-])=O)[CH:8]=1)[CH3:5]. (4) Given the product [CH2:1]([O:3][C:4](=[O:24])[C:5]1[CH:10]=[C:9]([S:11][C:12]2[C:20]3[C:15](=[CH:16][C:17]([Cl:21])=[CH:18][CH:19]=3)[N:14]([C:26]3[CH:27]=[N:28][N:29]([CH2:31][CH3:32])[CH:30]=3)[C:13]=2[CH3:22])[CH:8]=[C:7]([Br:23])[CH:6]=1)[CH3:2], predict the reactants needed to synthesize it. The reactants are: [CH2:1]([O:3][C:4](=[O:24])[C:5]1[CH:10]=[C:9]([S:11][C:12]2[C:20]3[C:15](=[CH:16][C:17]([Cl:21])=[CH:18][CH:19]=3)[NH:14][C:13]=2[CH3:22])[CH:8]=[C:7]([Br:23])[CH:6]=1)[CH3:2].Br[C:26]1[CH:27]=[N:28][N:29]([CH2:31][CH3:32])[CH:30]=1. (5) The reactants are: [CH:1]([CH:4]1[C:12]2[C:11](O)=[N:10][CH:9]=[N:8][C:7]=2[CH2:6][CH2:5]1)([CH3:3])[CH3:2].C(#N)C.O=P(Cl)(Cl)[Cl:19]. Given the product [Cl:19][C:11]1[C:12]2[CH:4]([CH:1]([CH3:3])[CH3:2])[CH2:5][CH2:6][C:7]=2[N:8]=[CH:9][N:10]=1, predict the reactants needed to synthesize it. (6) Given the product [C:20]([N:10]1[CH2:11][CH:7]([C:1]2[CH:2]=[CH:3][CH:4]=[CH:5][CH:6]=2)[CH:8]([NH:12][C:13](=[O:19])[O:14][C:15]([CH3:16])([CH3:18])[CH3:17])[CH2:9]1)(=[O:22])[CH3:21], predict the reactants needed to synthesize it. The reactants are: [C:1]1([CH:7]2[CH2:11][NH:10][CH2:9][CH:8]2[NH:12][C:13](=[O:19])[O:14][C:15]([CH3:18])([CH3:17])[CH3:16])[CH:6]=[CH:5][CH:4]=[CH:3][CH:2]=1.[C:20](Cl)(=[O:22])[CH3:21].CCN(C(C)C)C(C)C. (7) Given the product [I:1][C:2]1[CH:3]=[N:4][N:5]([CH2:8][C:9]([N:11]([CH3:13])[CH3:12])=[O:10])[CH:6]=1, predict the reactants needed to synthesize it. The reactants are: [I:1][C:2]1[CH:3]=[N:4][NH:5][CH:6]=1.Br[CH2:8][C:9]([N:11]([CH3:13])[CH3:12])=[O:10].C(=O)([O-])[O-].[K+].[K+]. (8) Given the product [NH2:38][C:10]1[N:11]=[C:12]([C:15]2[C:23]3[C:18](=[N:19][CH:20]=[CH:21][CH:22]=3)[N:17]([CH2:24][C:25]3[CH:30]=[CH:29][CH:28]=[CH:27][C:26]=3[F:31])[N:16]=2)[N:13]=[N:14][C:9]=1[C:2]([F:1])([CH3:8])[C:3]([NH2:41])=[O:5], predict the reactants needed to synthesize it. The reactants are: [F:1][C:2]([C:9]1[N:14]=[N:13][C:12]([C:15]2[C:23]3[C:18](=[N:19][CH:20]=[CH:21][CH:22]=3)[N:17]([CH2:24][C:25]3[CH:30]=[CH:29][CH:28]=[CH:27][C:26]=3[F:31])[N:16]=2)=[N:11][C:10]=1O)([CH3:8])[C:3]([O:5]CC)=O.P(Cl)(Cl)(Cl)=O.[NH3:38].C(#[N:41])C.